From a dataset of Drug-target binding data from BindingDB using Ki measurements. Regression. Given a target protein amino acid sequence and a drug SMILES string, predict the binding affinity score between them. We predict pKi (pKi = -log10(Ki in M); higher means stronger inhibition). Dataset: bindingdb_ki. (1) The small molecule is CC(C)(C)NC(=O)[C@@H]1C[C@@H]2CCCC[C@@H]2CN1C[C@@H](O)[C@H](Cc1ccccc1)NC(=O)[C@H](CC(N)=O)NC(=O)c1ccc2ccccc2n1. The target protein sequence is PQVTLWKRPIVTIKIGGQLKEALLDTGADDTVLEEIDLPGRWKPKIIGGIGGFIKVKQYDQIPIEICGHKVISTVLVGPTPVNIIGRNLMTQLGCTLNF. The pKi is 6.1. (2) The drug is C=CCN1C[C@H]2CCC[C@@H]1CN2Cc1ccc(OC)cc1. The target protein (Q60492) has sequence MQWAVGRRWLWVALFLAAVAVLTQIVWLWLGTQNFVFQREEIAQLARQYAGLDHELAFSKLIVELRRLHPVHVLPDEELQWVFVNAGGWMGAMCLLHASLSEYVLLFGTALGSPRHSGRYWAEISDTIISGTFHQWREGTTKSEVFYPGETVVHGPGEATAVEWGPNTWMVEYGRGVIPSTLGFALADTVFSTQDFLTLFYTLRVYARALQLELTTYLFGQDP. The pKi is 7.6. (3) The pKi is 6.0. The compound is Oc1ccc(/C(F)=C/c2ccccc2)cc1. The target protein sequence is MSFPATPDYTGLNKPVGQEVSIKGLKASEGTIPADVRGAFFRAVPDPQFPPFFHPDTALSDDGMISRVLFNADGTVDYDIRYVQTPRWKAERAAGKRLFGRYRNPYTNDPSAFDLEGTVSNTTPVWHA. (4) The compound is C[C@@](N)(CCCN)C(=O)O. The target protein (P27117) has sequence MNSFSNEEFDCHFLDEGFTAKDILDQKINEVSYSDDKDAFYVADLGDILKKHLRWLKALPRVTPFYAVKCNDSRTIVKTLAAIGTGFDCASKTEIQLVQSLGVPPERIIYANPCKQVSQIKYAANNGVQMMTFDSEVELMKVARAHPKAKLVLRIATDDSKAVCRLSVKFGATLKTSRLLLERAKELDIDVIGVSFHVGSGCTDPETFVQAISDARCVFDMGAEVGFNMYLLDIGGGFPGSEDVKLKFEEITSVINPALDKYFPSDSGVRIIAEPGRYYVASAFTLAVNIIAKKLVLKEQTGSDDEEESTDRTFMYYVNDGVYGSFNCILYDHAHVKPLLQKRPKPDEKYYSSSIWGPTCDGLDRIVERCNLPEMHVGDWMLFENMGAYTVAAASTFNGFQRPTIYYVMSGPTWQLMQQIRTQDFPPGVEEPDVGPLPVSCAWESGMKRHSAACASTRINV. The pKi is 3.0. (5) The drug is CCC(C)[C@H](NC(=O)[C@@H]1CCCN1C(=O)[C@@H](N)Cc1ccc(O)cc1)C(=O)N[C@@H](CCCCN)C(=O)N1CCC[C@H]1C(=O)N[C@@H](CCC(=O)O)C(=O)N[C@@H](C)C(=O)N1CCC[C@H]1C(=O)NCC(=O)N[C@@H](CCC(=O)O)C(=O)N[C@@H](CC(=O)O)C(=O)N[C@@H](C)C(=O)N[C@@H](CO)C(=O)N1CCC[C@H]1C(=O)N[C@@H](CCC(=O)O)C(=O)N[C@@H](CCC(=O)O)C(=O)N[C@@H](CC(C)C)C(=O)N[C@@H](CC(N)=O)C(=O)N[C@@H](CCCN=C(N)N)C(=O)N[C@@H](Cc1ccc(O)cc1)C(=O)N[C@@H](Cc1ccc(O)cc1)C(=O)N[C@@H](C)C(=O)N[C@@H](CO)C(=O)N[C@@H](CC(C)C)C(=O)N[C@@H](CCCN=C(N)N)C(=O)N[C@@H](Cc1c[nH]cn1)C(=O)N[C@@H](Cc1ccc(O)cc1)C(=O)N[C@@H](CC(C)C)C(=O)N[C@@H](CC(N)=O)C(=O)N[C@@H](CC(C)C)C(=O)N[C@H](C(=O)N[C@H](C(=O)N[C@@H](CCCN=C(N)N)C(=O)N[C@@H](CCC(N)=O)C(=O)N[C@@H](CCCN=C(N)N)C(=O)N[C@@H](Cc1ccc(O)cc1)C(=O)O)[C@@H](C)O)C(C)C. The target protein (P01303) has sequence MLGNKRLGLSGLTLALSLLVCLGALAEAYPSKPDNPGEDAPAEDMARYYSALRHYINLITRQRYGKRSSPETLISDLLMRESTENVPRTRLEDPAMW. The pKi is 6.0. (6) The compound is CCc1nc(N)c2ncn(C3O[C@H](CO)[C@@H](O)[C@H]3O)c2n1. The target protein (P25099) has sequence MPPYISAFQAAYIGIEVLIALVSVPGNVLVIWAVKVNQALRDATFCFIVSLAVADVAVGALVIPLAILINIGPQTYFHTCLMVACPVLILTQSSILALLAIAVDRYLRVKIPLRYKTVVTQRRAAVAIAGCWILSLVVGLTPMFGWNNLSVVEQDWRANGSVGEPVIKCEFEKVISMEYMVYFNFFVWVLPPLLLMVLIYLEVFYLIRKQLNKKVSASSGDPQKYYGKELKIAKSLALILFLFALSWLPLHILNCITLFCPTCQKPSILIYIAIFLTHGNSAMNPIVYAFRIHKFRVTFLKIWNDHFRCQPKPPIDEDLPEEKAED. The pKi is 6.2.